From a dataset of Catalyst prediction with 721,799 reactions and 888 catalyst types from USPTO. Predict which catalyst facilitates the given reaction. (1) Reactant: [NH2:1][C@@H:2]([CH2:24][S:25][CH2:26][C@H:27]([O:43][C:44](=[O:56])[NH:45][CH2:46][CH2:47][CH2:48][CH2:49][CH2:50][CH2:51][CH2:52][CH2:53][CH2:54][CH3:55])[CH2:28][O:29][C:30](=[O:42])[NH:31][CH2:32][CH2:33][CH2:34][CH2:35][CH2:36][CH2:37][CH2:38][CH2:39][CH2:40][CH3:41])[C:3](=[O:23])[NH:4][CH2:5][CH2:6][O:7][CH2:8][CH2:9][O:10][CH2:11][CH2:12][O:13][CH2:14][CH2:15][C:16]([O:18]C(C)(C)C)=[O:17]. Product: [NH2:1][C@@H:2]([CH2:24][S:25][CH2:26][C@H:27]([O:43][C:44](=[O:56])[NH:45][CH2:46][CH2:47][CH2:48][CH2:49][CH2:50][CH2:51][CH2:52][CH2:53][CH2:54][CH3:55])[CH2:28][O:29][C:30](=[O:42])[NH:31][CH2:32][CH2:33][CH2:34][CH2:35][CH2:36][CH2:37][CH2:38][CH2:39][CH2:40][CH3:41])[C:3](=[O:23])[NH:4][CH2:5][CH2:6][O:7][CH2:8][CH2:9][O:10][CH2:11][CH2:12][O:13][CH2:14][CH2:15][C:16]([OH:18])=[O:17]. The catalyst class is: 137. (2) Reactant: C[O:2][C:3](=[O:27])[C:4]1[CH:9]=[CH:8][C:7]([NH:10][C:11](=[O:26])[CH:12]([C:19]2[CH:24]=[CH:23][C:22]([Cl:25])=[CH:21][CH:20]=2)[CH2:13][CH:14]2[CH2:18][CH2:17][CH2:16][CH2:15]2)=[N:6][CH:5]=1.[OH-].[Na+].O. The catalyst class is: 670. Product: [Cl:25][C:22]1[CH:21]=[CH:20][C:19]([CH:12]([CH2:13][CH:14]2[CH2:15][CH2:16][CH2:17][CH2:18]2)[C:11]([NH:10][C:7]2[CH:8]=[CH:9][C:4]([C:3]([OH:27])=[O:2])=[CH:5][N:6]=2)=[O:26])=[CH:24][CH:23]=1. (3) The catalyst class is: 12. Product: [CH2:1]([O:8][C:9]1[C:18]([O:19][CH:20]2[CH2:21][CH2:22][CH2:23][CH2:24][CH2:25]2)=[CH:17][C:12]([C:13]([OH:15])=[O:14])=[CH:11][C:10]=1[Cl:26])[C:2]1[CH:3]=[CH:4][CH:5]=[CH:6][CH:7]=1. Reactant: [CH2:1]([O:8][C:9]1[C:18]([O:19][CH:20]2[CH2:25][CH2:24][CH2:23][CH2:22][CH2:21]2)=[CH:17][C:12]([C:13]([O:15]C)=[O:14])=[CH:11][C:10]=1[Cl:26])[C:2]1[CH:7]=[CH:6][CH:5]=[CH:4][CH:3]=1. (4) Reactant: [C:1](=[O:4])([O-])[O-:2].[K+].[K+].C1([N:13]2[CH2:21][C:20]3[C:15](=[CH:16][C:17]([N:22]4[CH2:27][CH2:26][N:25]([CH2:28][CH2:29][CH2:30][CH2:31][C:32]5([C:45](=[O:52])[NH:46][CH2:47][C:48]([F:51])([F:50])[F:49])[C:44]6[CH:43]=[CH:42][CH:41]=[CH:40][C:39]=6[C:38]6[C:33]5=[CH:34][CH:35]=[CH:36][CH:37]=6)[CH2:24][CH2:23]4)=CC=3)C2=O)CCCCC1.[C:54](OCC)(=O)[CH3:55]. Product: [F:51][C:48]([F:50])([F:49])[CH2:47][NH:46][C:45]([C:32]1([CH2:31][CH2:30][CH2:29][CH2:28][N:25]2[CH2:24][CH2:23][N:22]([C:17]3[CH:16]=[CH:15][C:20]([C:1]([O:2][CH2:54][CH3:55])=[O:4])=[CH:21][N:13]=3)[CH2:27][CH2:26]2)[C:33]2[CH:34]=[CH:35][CH:36]=[CH:37][C:38]=2[C:39]2[C:44]1=[CH:43][CH:42]=[CH:41][CH:40]=2)=[O:52]. The catalyst class is: 3. (5) Reactant: Br[C:2]1[N:7]=[C:6]([C:8]2[CH:13]=[CH:12][CH:11]=[CH:10][CH:9]=2)[CH:5]=[C:4]([C:14]2[CH:19]=[CH:18][CH:17]=[CH:16][CH:15]=2)[N:3]=1.[C:20]1([C:26]2[C:27]3[C:32]([C:33]([C:43]4[CH:48]=[CH:47][CH:46]=[CH:45][CH:44]=4)=[C:34]4[C:39]=2[CH:38]=[C:37](B(O)O)[CH:36]=[CH:35]4)=[CH:31][CH:30]=[CH:29][CH:28]=3)[CH:25]=[CH:24][CH:23]=[CH:22][CH:21]=1.C(=O)([O-])[O-].[Na+].[Na+]. Product: [C:20]1([C:26]2[C:39]3[C:34]([C:33]([C:43]4[CH:44]=[CH:45][CH:46]=[CH:47][CH:48]=4)=[C:32]4[C:27]=2[CH:28]=[C:29]([C:2]2[N:7]=[C:6]([C:8]5[CH:13]=[CH:12][CH:11]=[CH:10][CH:9]=5)[CH:5]=[C:4]([C:14]5[CH:19]=[CH:18][CH:17]=[CH:16][CH:15]=5)[N:3]=2)[CH:30]=[CH:31]4)=[CH:35][CH:36]=[CH:37][CH:38]=3)[CH:25]=[CH:24][CH:23]=[CH:22][CH:21]=1. The catalyst class is: 104.